Dataset: Full USPTO retrosynthesis dataset with 1.9M reactions from patents (1976-2016). Task: Predict the reactants needed to synthesize the given product. (1) Given the product [CH3:1][N:2]1[C:10](=[O:11])[C:9]2[NH:8][C:7]([S:12][CH:22]([CH2:28][CH3:29])[C:23]([O:25][CH2:26][CH3:27])=[O:24])=[N:6][C:5]=2[N:4]([CH3:13])[C:3]1=[O:14], predict the reactants needed to synthesize it. The reactants are: [CH3:1][N:2]1[C:10](=[O:11])[C:9]2[NH:8][C:7](=[S:12])[NH:6][C:5]=2[N:4]([CH3:13])[C:3]1=[O:14].C(=O)([O-])[O-].[K+].[K+].Br[CH:22]([CH2:28][CH3:29])[C:23]([O:25][CH2:26][CH3:27])=[O:24]. (2) Given the product [Br:1][C:2]1[CH:7]=[CH:6][C:5]([N:16]([CH:17]2[CH2:22][CH2:21][CH2:20][CH2:19][CH2:18]2)[CH2:15][CH2:14][C:13]([F:12])([F:23])[F:24])=[C:4]([N+:9]([O-:11])=[O:10])[CH:3]=1, predict the reactants needed to synthesize it. The reactants are: [Br:1][C:2]1[CH:7]=[CH:6][C:5](F)=[C:4]([N+:9]([O-:11])=[O:10])[CH:3]=1.[F:12][C:13]([F:24])([F:23])[CH2:14][CH2:15][NH:16][CH:17]1[CH2:22][CH2:21][CH2:20][CH2:19][CH2:18]1.C(N(CC)C(C)C)(C)C.CCOC(C)=O. (3) Given the product [CH:39]([N:4]([CH:1]([CH3:2])[CH3:3])[CH2:5][CH2:6][O:7][C:8]1[C:13]([C:14]2[CH:15]=[N:16][C:17]([NH:29][C:30]([NH:32][CH2:33][CH2:34][CH3:35])=[O:31])=[CH:18][C:19]=2[C:20]2[S:21][CH:22]=[C:23]([C:25]([F:28])([F:26])[F:27])[N:24]=2)=[CH:12][C:11]([C:36]2[O:37][C:42]([CH3:43])=[N:46][N:47]=2)=[CH:10][N:9]=1)([CH3:40])[CH3:41], predict the reactants needed to synthesize it. The reactants are: [CH:1]([N:4]([CH:39]([CH3:41])[CH3:40])[CH2:5][CH2:6][O:7][C:8]1[C:13]([C:14]2[CH:15]=[N:16][C:17]([NH:29][C:30]([NH:32][CH2:33][CH2:34][CH3:35])=[O:31])=[CH:18][C:19]=2[C:20]2[S:21][CH:22]=[C:23]([C:25]([F:28])([F:27])[F:26])[N:24]=2)=[CH:12][C:11]([C:36](O)=[O:37])=[CH:10][N:9]=1)([CH3:3])[CH3:2].[C:42](O)(=O)[CH3:43].[NH2:46][NH2:47]. (4) Given the product [NH:10]([C:3]1[N:4]=[CH:5][CH2:6][C:7](=[O:9])[N:8]=1)[C:11]1[CH:16]=[CH:15][CH:14]=[CH:13][CH:12]=1, predict the reactants needed to synthesize it. The reactants are: CS[C:3]1[N:4]=[CH:5][CH2:6][C:7](=[O:9])[N:8]=1.[NH2:10][C:11]1[CH:16]=[CH:15][CH:14]=[CH:13][CH:12]=1.CCCCCC. (5) The reactants are: [Br:1][C:2]1[CH:11]=[CH:10][C:9]([S:12](=[O:27])(=[O:26])[N:13]([C:18]2[CH:23]=[CH:22][C:21]([CH2:24][CH3:25])=[CH:20][CH:19]=2)[CH2:14][CH:15]([CH3:17])[CH3:16])=[CH:8][C:3]=1[C:4]([O:6]C)=[O:5].C(OCCCC)=C.C1(P(C2C=CC=CC=2)C2C=CC=CC=2)C=CC=CC=1.C(N(CC)CC)C.Cl. Given the product [Br:1][C:2]1[CH:11]=[CH:10][C:9]([S:12](=[O:26])(=[O:27])[N:13]([C:18]2[CH:19]=[CH:20][C:21]([CH2:24][CH3:25])=[CH:22][CH:23]=2)[CH2:14][CH:15]([CH3:16])[CH3:17])=[CH:8][C:3]=1[C:4]([OH:6])=[O:5], predict the reactants needed to synthesize it. (6) The reactants are: [Br:1][C:2]([CH3:16])([CH3:15])[C:3]([O:5][C:6]1[CH:7]=[C:8]([CH:12]=[CH:13][CH:14]=1)[C:9](O)=[O:10])=[O:4].S(Cl)([Cl:19])=O. Given the product [Br:1][C:2]([CH3:16])([CH3:15])[C:3]([O:5][C:6]1[CH:7]=[C:8]([CH:12]=[CH:13][CH:14]=1)[C:9]([Cl:19])=[O:10])=[O:4], predict the reactants needed to synthesize it. (7) Given the product [NH:9]1[C:10]2[C:6](=[CH:5][CH:4]=[C:3](/[CH:1]=[CH:20]/[C:19](=[O:40])[CH2:18][C:16]([O:15][CH2:13][CH3:14])=[O:17])[CH:11]=2)[CH:7]=[CH:8]1, predict the reactants needed to synthesize it. The reactants are: [CH:1]([C:3]1[CH:11]=[C:10]2[C:6]([CH:7]=[CH:8][NH:9]2)=[CH:5][CH:4]=1)=O.[Cl-].[CH2:13]([O:15][C:16]([CH2:18][C:19](=[O:40])[CH2:20][P+](C1C=CC=CC=1)(C1C=CC=CC=1)C1C=CC=CC=1)=[O:17])[CH3:14].[H-].[Na+].[Cl-].[NH4+].